From a dataset of CYP2C19 inhibition data for predicting drug metabolism from PubChem BioAssay. Regression/Classification. Given a drug SMILES string, predict its absorption, distribution, metabolism, or excretion properties. Task type varies by dataset: regression for continuous measurements (e.g., permeability, clearance, half-life) or binary classification for categorical outcomes (e.g., BBB penetration, CYP inhibition). Dataset: cyp2c19_veith. (1) The molecule is NS(=O)(=O)c1cc2c(cc1C(F)(F)F)N[C@H](Cc1ccccc1)NS2(=O)=O. The result is 0 (non-inhibitor). (2) The compound is CCCCNC(=S)NNC(=O)CCn1nc(C)c(Br)c1C. The result is 1 (inhibitor). (3) The molecule is COC(=O)[C@@]1(Cc2ccccc2)[C@H]2c3cc(C(=O)N4CCCC4)n(Cc4ccccn4)c3C[C@H]2CN1C(=O)c1ccccc1. The result is 1 (inhibitor). (4) The drug is Cc1nn2c(NCC(C)C)c3c(nc2c1-c1ccccc1)CCC3. The result is 0 (non-inhibitor). (5) The drug is CCn1c(SCC(=O)NC2CCCCC2)nnc1-c1cc2cccc(OC)c2o1. The result is 1 (inhibitor). (6) The drug is O=C(CCN1C(=O)c2ccccc2C1=O)NC(=S)Nc1cccc(Cl)c1. The result is 1 (inhibitor). (7) The compound is CCCCOC(=O)CSc1nnc(-c2cc(OC)c(OC)c(OC)c2)o1. The result is 1 (inhibitor).